Dataset: Full USPTO retrosynthesis dataset with 1.9M reactions from patents (1976-2016). Task: Predict the reactants needed to synthesize the given product. (1) Given the product [Cl:1][C:2]1[CH:3]=[CH:4][C:5]([C:6]([NH:8][CH:9]([CH2:13][C:14]2[C:23]3[C:18](=[CH:19][CH:20]=[CH:21][CH:22]=3)[NH:17][C:16](=[O:24])[CH:15]=2)[C:10]([S:11][CH2:28][CH:29]2[CH2:34][CH2:33][CH2:32][CH2:31][CH2:30]2)=[O:12])=[O:7])=[CH:25][CH:26]=1, predict the reactants needed to synthesize it. The reactants are: [Cl:1][C:2]1[CH:26]=[CH:25][C:5]([C:6]([NH:8][CH:9]([CH2:13][C:14]2[C:23]3[C:18](=[CH:19][CH:20]=[CH:21][CH:22]=3)[NH:17][C:16](=[O:24])[CH:15]=2)[C:10]([OH:12])=[S:11])=[O:7])=[CH:4][CH:3]=1.Br[CH2:28][CH:29]1[CH2:34][CH2:33][CH2:32][CH2:31][CH2:30]1. (2) Given the product [F:21][C:18]1[CH:19]=[CH:20][C:15]([C:13]2[O:14][C:10]3[CH:9]=[C:8]([O:27][CH2:28][C:29]([F:32])([F:31])[F:30])[C:7]([C:44]4[CH:45]=[CH:46][C:37]([O:36][CH3:35])=[C:38]([CH:43]=4)[C:39]([O:41][CH3:42])=[O:40])=[CH:26][C:11]=3[C:12]=2[C:22](=[O:25])[NH:23][CH3:24])=[CH:16][CH:17]=1, predict the reactants needed to synthesize it. The reactants are: FC(F)(F)S(O[C:7]1[C:8]([O:27][CH2:28][C:29]([F:32])([F:31])[F:30])=[CH:9][C:10]2[O:14][C:13]([C:15]3[CH:20]=[CH:19][C:18]([F:21])=[CH:17][CH:16]=3)=[C:12]([C:22](=[O:25])[NH:23][CH3:24])[C:11]=2[CH:26]=1)(=O)=O.[CH3:35][O:36][C:37]1[CH:46]=[CH:45][C:44](B2OC(C)(C)C(C)(C)O2)=[CH:43][C:38]=1[C:39]([O:41][CH3:42])=[O:40].[O-]P([O-])([O-])=O.[K+].[K+].[K+].N#N.